This data is from Full USPTO retrosynthesis dataset with 1.9M reactions from patents (1976-2016). The task is: Predict the reactants needed to synthesize the given product. (1) Given the product [C:12]([O:15][C:16]([N:1]1[CH2:5][CH2:4][CH2:3][CH:2]1[C:6]([OH:8])=[O:7])=[O:17])([CH3:14])([CH3:13])[CH3:11], predict the reactants needed to synthesize it. The reactants are: [NH:1]1[CH2:5][CH2:4][CH2:3][CH:2]1[C:6]([OH:8])=[O:7].[OH-].[Na+].[CH3:11][C:12]([O:15][C:16](O[C:16]([O:15][C:12]([CH3:14])([CH3:13])[CH3:11])=[O:17])=[O:17])([CH3:14])[CH3:13].C(Cl)Cl.CO. (2) Given the product [CH3:1][O:2][C:3](=[O:22])[C@@H:4]([NH:13][C:14]([O:16][CH:17]1[CH2:21][CH2:20][CH2:19][CH2:18]1)=[O:15])[CH2:5][CH2:6][CH2:7][CH2:8][CH2:9][CH2:10][CH2:11][NH:12][C:33](=[O:34])[CH:32]([OH:36])[CH:31]([NH:30][C:28]([O:27][C:23]([CH3:24])([CH3:25])[CH3:26])=[O:29])[CH2:37][CH:38]1[CH2:41][CH2:40][CH2:39]1, predict the reactants needed to synthesize it. The reactants are: [CH3:1][O:2][C:3](=[O:22])[C@@H:4]([NH:13][C:14]([O:16][CH:17]1[CH2:21][CH2:20][CH2:19][CH2:18]1)=[O:15])[CH2:5][CH2:6][CH2:7][CH2:8][CH2:9][CH2:10][CH2:11][NH2:12].[C:23]([O:27][C:28]([NH:30][CH:31]([CH2:37][CH:38]1[CH2:41][CH2:40][CH2:39]1)[CH:32]([OH:36])[C:33](O)=[O:34])=[O:29])([CH3:26])([CH3:25])[CH3:24].ON1C2N=CC=CC=2N=N1.Cl.CN(C)CCCN=C=NCC.C(N(CC)CC)C. (3) Given the product [C:13]([N:5]1[C:6]2[C:11](=[CH:10][C:9]([F:12])=[CH:8][CH:7]=2)[C@H:2]([NH:1][C:21]2[C:22]([C:27]#[N:28])=[N:23][CH:24]=[CH:25][N:26]=2)[C@@H:3]([CH3:19])[C@@H:4]1[CH:16]1[CH2:18][CH2:17]1)(=[O:15])[CH3:14], predict the reactants needed to synthesize it. The reactants are: [NH2:1][C@H:2]1[C:11]2[C:6](=[CH:7][CH:8]=[C:9]([F:12])[CH:10]=2)[N:5]([C:13](=[O:15])[CH3:14])[C@@H:4]([CH:16]2[CH2:18][CH2:17]2)[C@@H:3]1[CH3:19].Cl[C:21]1[C:22]([C:27]#[N:28])=[N:23][CH:24]=[CH:25][N:26]=1.C(N(CC)CC)C. (4) Given the product [O:1]1[CH2:5][CH2:4][O:3][CH:2]1[C:6]1[C:15]([CH:31]([OH:32])[C:27]2[S:26][CH:30]=[CH:29][CH:28]=2)=[CH:14][C:13]2[C:12]([CH3:18])([CH3:17])[CH2:11][CH2:10][C:9]([CH3:20])([CH3:19])[C:8]=2[CH:7]=1, predict the reactants needed to synthesize it. The reactants are: [O:1]1[CH2:5][CH2:4][O:3][CH:2]1[C:6]1[C:15](Br)=[CH:14][C:13]2[C:12]([CH3:18])([CH3:17])[CH2:11][CH2:10][C:9]([CH3:20])([CH3:19])[C:8]=2[CH:7]=1.[Li]CCCC.[S:26]1[CH:30]=[CH:29][CH:28]=[C:27]1[CH:31]=[O:32].[Cl-].[NH4+]. (5) Given the product [CH3:14][C@H:9]1[CH2:10][O:11][CH2:12][CH2:13][N:8]1[C:6]1[CH:5]=[C:4]([C:15]([S:18]([CH:21]([CH3:23])[CH3:22])(=[O:20])=[O:19])([CH3:17])[CH3:16])[N:3]=[C:2]([C:4]2[CH:15]=[CH:16][C:33]([NH2:31])=[CH:6][CH:5]=2)[N:7]=1, predict the reactants needed to synthesize it. The reactants are: Cl[C:2]1[N:7]=[C:6]([N:8]2[CH2:13][CH2:12][O:11][CH2:10][C@@H:9]2[CH3:14])[CH:5]=[C:4]([C:15]([S:18]([CH:21]([CH3:23])[CH3:22])(=[O:20])=[O:19])([CH3:17])[CH3:16])[N:3]=1.C(=O)([O-])[O-].[Na+].[Na+].C[N:31]([CH:33]=O)C. (6) Given the product [C:15]([O:19][C:20]([N:22]1[C@@H:27]([CH:1]([CH3:3])[CH3:2])[CH2:26][C:25](=[O:28])[CH2:24][C@@H:23]1[CH:29]([CH3:31])[CH3:30])=[O:21])([CH3:18])([CH3:17])[CH3:16], predict the reactants needed to synthesize it. The reactants are: [CH:1]([Mg]Br)([CH3:3])[CH3:2].B(F)(F)F.CCOCC.[C:15]([O:19][C:20]([N:22]1[CH:27]=[CH:26][C:25](=[O:28])[CH2:24][CH:23]1[CH:29]([CH3:31])[CH3:30])=[O:21])([CH3:18])([CH3:17])[CH3:16].